From a dataset of Reaction yield outcomes from USPTO patents with 853,638 reactions. Predict the reaction yield, written as a fraction of the theoretical maximum amount of product (1.0 means a 100% yield; for example, 0.34 means a 34% yield). (1) The reactants are O1CCCC1.[S:6]([CH2:9][CH2:10][CH2:11][CH2:12][CH2:13][CH2:14][O:15][C:16]1[CH:21]=[C:20]([S:22][CH2:23][C:24]([F:27])([F:26])[F:25])[C:19]([Cl:28])=[CH:18][C:17]=1[Cl:29])C#N.[F:30][C:31]([Si](C)(C)C)([F:33])[F:32].[F-].C([N+](CCCC)(CCCC)CCCC)CCC. The catalyst is C(OCC)(=O)C.CCCCCC. The product is [F:30][C:31]([F:33])([F:32])[S:6][CH2:9][CH2:10][CH2:11][CH2:12][CH2:13][CH2:14][O:15][C:16]1[CH:21]=[C:20]([S:22][CH2:23][C:24]([F:27])([F:25])[F:26])[C:19]([Cl:28])=[CH:18][C:17]=1[Cl:29]. The yield is 0.640. (2) The reactants are C1(P(=O)(C2C=CC=CC=2)C2C=CC=CC=2)C=CC=CC=1.FC(F)(F)S(OS(C(F)(F)F)(=O)=O)(=O)=O.CO[C:38](=[O:77])[C@H:39]([CH2:68][S:69]CC1C=CC=CC=1)[NH:40][C:41]([C:43]1[NH:44][C:45]2[C:50]([CH:51]=1)=[CH:49][C:48]([O:52][CH2:53][CH2:54][O:55][CH3:56])=[CH:47][C:46]=2[N:57]([CH3:67])[S:58]([C:61]1[CH:66]=[CH:65][CH:64]=[CH:63][N:62]=1)(=[O:60])=[O:59])=O.C1(SC)C=CC=CC=1.C(=O)([O-])O.[Na+].COCCOC1C=C2C(=C(N(C)S(C3C=CC=CN=3)(=O)=O)C=1)NC(C1SC[C@@H](C(OC)=O)N=1)=C2. The catalyst is ClCCl.O1CCCC1.[BH4-].[Na+].O.CO. The product is [OH:77][CH2:38][C@@H:39]1[CH2:68][S:69][C:41]([C:43]2[NH:44][C:45]3[C:50]([CH:51]=2)=[CH:49][C:48]([O:52][CH2:53][CH2:54][O:55][CH3:56])=[CH:47][C:46]=3[N:57]([CH3:67])[S:58]([C:61]2[CH:66]=[CH:65][CH:64]=[CH:63][N:62]=2)(=[O:59])=[O:60])=[N:40]1. The yield is 0.360. (3) The reactants are [CH3:1][O:2][C:3]1[CH:4]=[C:5]([C:11]2[S:15][C:14]3=[N:16][CH:17]=[C:18](I)[N:13]3[N:12]=2)[CH:6]=[CH:7][C:8]=1[O:9][CH3:10].O1CCOCC1.[CH3:26][O:27][C:28]1[CH:29]=[C:30](B(O)O)[CH:31]=[CH:32][C:33]=1[O:34][CH3:35].C([O-])([O-])=O.[K+].[K+]. The catalyst is Cl[Pd](Cl)([P](C1C=CC=CC=1)(C1C=CC=CC=1)C1C=CC=CC=1)[P](C1C=CC=CC=1)(C1C=CC=CC=1)C1C=CC=CC=1.O. The product is [CH3:1][O:2][C:3]1[CH:4]=[C:5]([C:11]2[S:15][C:14]3=[N:16][CH:17]=[C:18]([C:31]4[CH:30]=[CH:29][C:28]([O:27][CH3:26])=[C:33]([O:34][CH3:35])[CH:32]=4)[N:13]3[N:12]=2)[CH:6]=[CH:7][C:8]=1[O:9][CH3:10]. The yield is 0.260. (4) The reactants are [CH2:1]([O:9][C:10]1[CH:18]=[CH:17][C:13]([C:14](O)=[O:15])=[CH:12][C:11]=1[C:19]([F:22])([F:21])[F:20])[CH2:2][CH2:3][CH2:4][CH2:5][CH2:6][CH2:7][CH3:8].O.[NH2:24][NH2:25]. No catalyst specified. The product is [CH2:1]([O:9][C:10]1[CH:18]=[CH:17][C:13]([C:14]([NH:24][NH2:25])=[O:15])=[CH:12][C:11]=1[C:19]([F:22])([F:21])[F:20])[CH2:2][CH2:3][CH2:4][CH2:5][CH2:6][CH2:7][CH3:8]. The yield is 1.01. (5) The reactants are [O:1]([CH2:8][CH2:9][CH2:10][C:11]([OH:13])=O)[C:2]1[CH:7]=[CH:6][CH:5]=[CH:4][CH:3]=1.C1C=CC2N(O)N=NC=2C=1.CCN=C=NCCCN(C)C.C(N(C(C)C)CC)(C)C.[CH3:44][NH:45][CH:46]1[CH2:51][CH2:50][N:49]([CH3:52])[CH2:48][CH2:47]1. The catalyst is C1COCC1. The product is [CH3:44][N:45]([CH:46]1[CH2:51][CH2:50][N:49]([CH3:52])[CH2:48][CH2:47]1)[C:11](=[O:13])[CH2:10][CH2:9][CH2:8][O:1][C:2]1[CH:3]=[CH:4][CH:5]=[CH:6][CH:7]=1. The yield is 0.680. (6) The reactants are [Cl:1][C:2]1[CH:3]=[N:4][N:5]([CH3:16])[C:6]=1[C:7]1[CH:8]=[C:9]([C:13]([OH:15])=O)[O:10][C:11]=1[CH3:12].[NH2:17][C@@H:18]([CH2:31][C:32]1[CH:37]=[CH:36][C:35]([F:38])=[CH:34][CH:33]=1)[CH2:19][N:20]1[C:28](=[O:29])[C:27]2[C:22](=[CH:23][CH:24]=[CH:25][CH:26]=2)[C:21]1=[O:30].CC(OC(N[C@H](C(O)=O)CC1C=CC=CC=1C(F)(F)F)=O)(C)C.C1CN([P+](Br)(N2CCCC2)N2CCCC2)CC1.F[P-](F)(F)(F)(F)F.CCN(C(C)C)C(C)C. The catalyst is C(Cl)(Cl)Cl. The product is [Cl:1][C:2]1[CH:3]=[N:4][N:5]([CH3:16])[C:6]=1[C:7]1[CH:8]=[C:9]([C:13]([NH:17][C@@H:18]([CH2:31][C:32]2[CH:33]=[CH:34][C:35]([F:38])=[CH:36][CH:37]=2)[CH2:19][N:20]2[C:28](=[O:29])[C:27]3[C:22](=[CH:23][CH:24]=[CH:25][CH:26]=3)[C:21]2=[O:30])=[O:15])[O:10][C:11]=1[CH3:12]. The yield is 0.670.